This data is from Peptide-MHC class I binding affinity with 185,985 pairs from IEDB/IMGT. The task is: Regression. Given a peptide amino acid sequence and an MHC pseudo amino acid sequence, predict their binding affinity value. This is MHC class I binding data. (1) The peptide sequence is NTIAVITET. The MHC is HLA-A02:01 with pseudo-sequence HLA-A02:01. The binding affinity (normalized) is 0.143. (2) The peptide sequence is LMTHTWHAK. The MHC is HLA-B15:01 with pseudo-sequence HLA-B15:01. The binding affinity (normalized) is 0.0847. (3) The peptide sequence is TAVCMKCFK. The MHC is HLA-A31:01 with pseudo-sequence HLA-A31:01. The binding affinity (normalized) is 0.436. (4) The peptide sequence is RFFSPATIF. The MHC is HLA-A24:02 with pseudo-sequence HLA-A24:02. The binding affinity (normalized) is 0.767. (5) The binding affinity (normalized) is 0.0847. The peptide sequence is LPYPVLLKI. The MHC is HLA-B57:01 with pseudo-sequence HLA-B57:01. (6) The peptide sequence is SLYAVTTAV. The MHC is HLA-A02:01 with pseudo-sequence HLA-A02:01. The binding affinity (normalized) is 0.936.